From a dataset of Reaction yield outcomes from USPTO patents with 853,638 reactions. Predict the reaction yield, written as a fraction of the theoretical maximum amount of product (1.0 means a 100% yield; for example, 0.34 means a 34% yield). (1) The reactants are [CH3:1][O:2][C:3]1[CH:8]=[C:7]([CH:9]=O)[CH:6]=[CH:5][N:4]=1.[CH3:11][O:12][C:13]([CH:15]=P(C1C=CC=CC=1)(C1C=CC=CC=1)C1C=CC=CC=1)=[O:14].O. The catalyst is C(Cl)Cl. The product is [CH3:11][O:12][C:13](=[O:14])[CH:15]=[CH:9][C:7]1[CH:6]=[CH:5][N:4]=[C:3]([O:2][CH3:1])[CH:8]=1. The yield is 0.876. (2) The reactants are [Br:1]N1C(=O)CCC1=O.[CH2:9]([C:12]1[CH:13]=[N:14][C:15]2[C:20]([C:21]=1[OH:22])=[CH:19][C:18]([O:23][CH3:24])=[CH:17][CH:16]=2)[CH:10]=[CH2:11].CO. The catalyst is ClCCl. The product is [Br:1][CH2:11][CH:10]1[O:22][C:21]2[C:20]3[CH:19]=[C:18]([O:23][CH3:24])[CH:17]=[CH:16][C:15]=3[N:14]=[CH:13][C:12]=2[CH2:9]1. The yield is 0.730.